From a dataset of Reaction yield outcomes from USPTO patents with 853,638 reactions. Predict the reaction yield, written as a fraction of the theoretical maximum amount of product (1.0 means a 100% yield; for example, 0.34 means a 34% yield). (1) The reactants are [NH:1]1[CH2:6][CH2:5][O:4][CH2:3][CH2:2]1.C([O-])([O-])=O.[K+].[K+].[Cl:13][C:14]1[CH:19]=[CH:18][N:17]=[C:16]2[N:20]([S:39]([C:42]3[CH:47]=[CH:46][C:45]([CH3:48])=[CH:44][CH:43]=3)(=[O:41])=[O:40])[C:21]([C:23]3[C:27]4=[N:28][C:29]([O:34][CH3:35])=[C:30]([O:32][CH3:33])[CH:31]=[C:26]4[N:25]([CH2:36][CH2:37]I)[CH:24]=3)=[CH:22][C:15]=12. The catalyst is CC#N. The product is [Cl:13][C:14]1[CH:19]=[CH:18][N:17]=[C:16]2[N:20]([S:39]([C:42]3[CH:43]=[CH:44][C:45]([CH3:48])=[CH:46][CH:47]=3)(=[O:40])=[O:41])[C:21]([C:23]3[C:27]4=[N:28][C:29]([O:34][CH3:35])=[C:30]([O:32][CH3:33])[CH:31]=[C:26]4[N:25]([CH2:36][CH2:37][N:1]4[CH2:6][CH2:5][O:4][CH2:3][CH2:2]4)[CH:24]=3)=[CH:22][C:15]=12. The yield is 0.792. (2) The reactants are [CH3:1][NH:2][C:3]1[CH:8]=[C:7]([C:9]2[CH:14]=[CH:13][CH:12]=[CH:11][C:10]=2[CH3:15])[C:6]([NH:16][CH3:17])=[CH:5][N:4]=1.CCN(C(C)C)C(C)C.[F:34][C:33]([F:36])([F:35])[C:32](O[C:32](=[O:37])[C:33]([F:36])([F:35])[F:34])=[O:37].CCOC(C)=O. The catalyst is C(Cl)Cl.CCCCCC. The product is [F:36][C:33]([F:34])([F:35])[C:32]([N:2]([CH3:1])[C:3]1[CH:8]=[C:7]([C:9]2[CH:14]=[CH:13][CH:12]=[CH:11][C:10]=2[CH3:15])[C:6]([NH:16][CH3:17])=[CH:5][N:4]=1)=[O:37]. The yield is 0.450. (3) The reactants are [CH3:1][O:2][C:3]1[C:4]([O:14][CH:15]2[CH2:19][CH2:18][O:17][CH2:16]2)=[C:5]2[C:10](=[CH:11][CH:12]=1)[C:9](=O)[NH:8][N:7]=[CH:6]2.P(Cl)(Cl)([Cl:22])=O. No catalyst specified. The product is [Cl:22][C:9]1[C:10]2[C:5](=[C:4]([O:14][CH:15]3[CH2:19][CH2:18][O:17][CH2:16]3)[C:3]([O:2][CH3:1])=[CH:12][CH:11]=2)[CH:6]=[N:7][N:8]=1. The yield is 0.880. (4) The reactants are [N:1]1[CH:6]=[CH:5][N:4]=[CH:3][C:2]=1[NH2:7].Br[C:9]1[C:10](=[O:17])[N:11]([CH3:16])[CH:12]=[C:13]([Br:15])[CH:14]=1.CC1(C)C2C(=C(P(C3C=CC=CC=3)C3C=CC=CC=3)C=CC=2)OC2C(P(C3C=CC=CC=3)C3C=CC=CC=3)=CC=CC1=2.C(=O)([O-])[O-].[Cs+].[Cs+]. The catalyst is C1C=CC(/C=C/C(/C=C/C2C=CC=CC=2)=O)=CC=1.C1C=CC(/C=C/C(/C=C/C2C=CC=CC=2)=O)=CC=1.C1C=CC(/C=C/C(/C=C/C2C=CC=CC=2)=O)=CC=1.[Pd].[Pd].O1CCOCC1. The product is [Br:15][C:13]1[CH:14]=[C:9]([NH:7][C:2]2[CH:3]=[N:4][CH:5]=[CH:6][N:1]=2)[C:10](=[O:17])[N:11]([CH3:16])[CH:12]=1. The yield is 0.470. (5) The reactants are [C:1]([O:5][C:6](=[O:16])[NH:7][CH2:8][CH2:9][NH:10][C:11]([C:14]#[N:15])([CH3:13])[CH3:12])([CH3:4])([CH3:3])[CH3:2].[H-].[H-].[H-].[H-].[Li+].[Al+3].C[CH2:24][O:25]CC.CCN(C(C)C)C(C)C.ClC(OC1C=CC([N+]([O-])=O)=CC=1)=O. The catalyst is C1COCC1. The product is [C:1]([O:5][C:6](=[O:16])[NH:7][CH2:8][CH2:9][N:10]1[C:11]([CH3:13])([CH3:12])[CH2:14][NH:15][C:24]1=[O:25])([CH3:4])([CH3:2])[CH3:3]. The yield is 0.540. (6) The reactants are [N+:1]([C:4]1[CH:10]=[CH:9][C:7]([NH2:8])=[CH:6][C:5]=1[C:11]([F:14])([F:13])[F:12])([O-:3])=[O:2].[CH3:15][C:16]([CH3:21])([CH3:20])[C:17](Cl)=[O:18]. The catalyst is C(Cl)Cl. The product is [N+:1]([C:4]1[CH:10]=[CH:9][C:7]([NH:8][C:17](=[O:18])[C:16]([CH3:21])([CH3:20])[CH3:15])=[CH:6][C:5]=1[C:11]([F:12])([F:13])[F:14])([O-:3])=[O:2]. The yield is 0.810. (7) The reactants are [N+:1]([C:4]1[CH:9]=[CH:8][C:7]([N:10]2[C:19]3[N:20]4[CH:26]=[C:25]([C:27]([O:29]C)=[O:28])[CH:24]=[CH:23][C:21]4=[N:22][C:18]=3[C:17]3[C:12](=[CH:13][CH:14]=[CH:15][CH:16]=3)[C:11]2=[O:31])=[CH:6][CH:5]=1)([O-:3])=[O:2].Cl. No catalyst specified. The product is [N+:1]([C:4]1[CH:5]=[CH:6][C:7]([N:10]2[C:19]3[N:20]4[CH:26]=[C:25]([C:27]([OH:29])=[O:28])[CH:24]=[CH:23][C:21]4=[N:22][C:18]=3[C:17]3[C:12](=[CH:13][CH:14]=[CH:15][CH:16]=3)[C:11]2=[O:31])=[CH:8][CH:9]=1)([O-:3])=[O:2]. The yield is 0.910. (8) The yield is 0.600. The catalyst is C(O)C. The reactants are [CH2:1]([N:3]([CH2:7][CH3:8])[CH2:4][CH2:5][NH2:6])[CH3:2].S=[C:10]1[CH2:14][S:13][C:12](=[O:15])[NH:11]1.[F:16][C:17]([F:41])([F:40])[C:18]1[CH:35]=[C:34]([C:36]([F:39])([F:38])[F:37])[CH:33]=[CH:32][C:19]=1[CH2:20][O:21][C:22]1[C:23]([O:30][CH3:31])=[C:24]([CH:27]=[CH:28][CH:29]=1)[CH:25]=O.CC(C)([O-])C.[K+].[Cl-].[NH4+]. The product is [F:16][C:17]([F:40])([F:41])[C:18]1[CH:35]=[C:34]([C:36]([F:39])([F:38])[F:37])[CH:33]=[CH:32][C:19]=1[CH2:20][O:21][C:22]1[C:23]([O:30][CH3:31])=[C:24](/[CH:25]=[C:14]2/[C:10]([NH:6][CH2:5][CH2:4][N:3]([CH2:7][CH3:8])[CH2:1][CH3:2])=[N:11][C:12](=[O:15])[S:13]/2)[CH:27]=[CH:28][CH:29]=1.